This data is from NCI-60 drug combinations with 297,098 pairs across 59 cell lines. The task is: Regression. Given two drug SMILES strings and cell line genomic features, predict the synergy score measuring deviation from expected non-interaction effect. (1) Drug 1: COC1=C(C=C2C(=C1)N=CN=C2NC3=CC(=C(C=C3)F)Cl)OCCCN4CCOCC4. Cell line: EKVX. Synergy scores: CSS=34.2, Synergy_ZIP=1.13, Synergy_Bliss=1.61, Synergy_Loewe=3.10, Synergy_HSA=4.51. Drug 2: C1C(C(OC1N2C=C(C(=O)NC2=O)F)CO)O. (2) Drug 1: CCC1=C2CN3C(=CC4=C(C3=O)COC(=O)C4(CC)O)C2=NC5=C1C=C(C=C5)O. Drug 2: C1C(C(OC1N2C=NC3=C2NC=NCC3O)CO)O. Cell line: HCT116. Synergy scores: CSS=56.8, Synergy_ZIP=0.385, Synergy_Bliss=-1.14, Synergy_Loewe=-60.6, Synergy_HSA=0.0864. (3) Cell line: RPMI-8226. Drug 2: CC=C1C(=O)NC(C(=O)OC2CC(=O)NC(C(=O)NC(CSSCCC=C2)C(=O)N1)C(C)C)C(C)C. Drug 1: C1=CC(=CC=C1CC(C(=O)O)N)N(CCCl)CCCl.Cl. Synergy scores: CSS=65.8, Synergy_ZIP=-5.23, Synergy_Bliss=-2.91, Synergy_Loewe=-17.7, Synergy_HSA=-4.33.